Dataset: Forward reaction prediction with 1.9M reactions from USPTO patents (1976-2016). Task: Predict the product of the given reaction. (1) Given the reactants [OH:1][C:2]1[CH:3]=[CH:4][C:5]2[CH:11]=[CH:10][C:9]3[CH:12]=[CH:13][CH:14]=[CH:15][C:8]=3[C:7](=[O:16])[C:6]=2[CH:17]=1.[F:18][C:19]([F:32])([F:31])[S:20](O[S:20]([C:19]([F:32])([F:31])[F:18])(=[O:22])=[O:21])(=[O:22])=[O:21].C(N(CC)CC)C, predict the reaction product. The product is: [F:18][C:19]([F:32])([F:31])[S:20]([O:1][C:2]1[CH:3]=[CH:4][C:5]2[CH:11]=[CH:10][C:9]3[CH:12]=[CH:13][CH:14]=[CH:15][C:8]=3[C:7](=[O:16])[C:6]=2[CH:17]=1)(=[O:22])=[O:21]. (2) Given the reactants [CH2:1]([O:5][CH2:6][CH2:7][O:8][C:9]1[CH:14]=[CH:13][C:12]([C:15]2[CH:20]=[CH:19][C:18]([N:21]3[CH2:26][CH2:25][CH2:24][CH2:23][CH:22]3[CH3:27])=[C:17](/[CH:28]=[CH:29]/[C:30]([O:32]CC)=[O:31])[CH:16]=2)=[CH:11][CH:10]=1)[CH2:2][CH2:3][CH3:4].[OH-].[Na+].Cl, predict the reaction product. The product is: [CH2:1]([O:5][CH2:6][CH2:7][O:8][C:9]1[CH:10]=[CH:11][C:12]([C:15]2[CH:20]=[CH:19][C:18]([N:21]3[CH2:26][CH2:25][CH2:24][CH2:23][CH:22]3[CH3:27])=[C:17](/[CH:28]=[CH:29]/[C:30]([OH:32])=[O:31])[CH:16]=2)=[CH:13][CH:14]=1)[CH2:2][CH2:3][CH3:4].